From a dataset of Catalyst prediction with 721,799 reactions and 888 catalyst types from USPTO. Predict which catalyst facilitates the given reaction. (1) Reactant: [CH:1]([S:16][C:17]1[CH:22]=[CH:21][CH:20]=[CH:19][CH:18]=1)([S:9][C:10]1[CH:15]=[CH:14][CH:13]=[CH:12][CH:11]=1)SC1C=CC=CC=1.[Sn](Cl)(Cl)(Cl)Cl.[C:28]1([O:38][Si](C)(C)C)[C:37]2[C:32](=[CH:33][CH:34]=[CH:35][CH:36]=2)[CH2:31][CH2:30][CH:29]=1. Product: [C:17]1([S:16][CH:1]([S:9][C:10]2[CH:11]=[CH:12][CH:13]=[CH:14][CH:15]=2)[CH:29]2[CH2:30][CH2:31][C:32]3[C:37](=[CH:36][CH:35]=[CH:34][CH:33]=3)[C:28]2=[O:38])[CH:18]=[CH:19][CH:20]=[CH:21][CH:22]=1. The catalyst class is: 4. (2) Reactant: [C:1]([O:5][C:6]([N:8]1[CH2:15][C:14](=[O:16])[CH2:13][C@H:9]1[C:10]([OH:12])=O)=[O:7])([CH3:4])([CH3:3])[CH3:2].C1C=CC2N(O)N=NC=2C=1.C(Cl)CCl.Cl.[F:32][C:33]1([F:38])[CH2:37][CH2:36][NH:35][CH2:34]1.C(=O)(O)[O-].[Na+]. Product: [C:1]([O:5][C:6]([N:8]1[CH2:15][C:14](=[O:16])[CH2:13][C@H:9]1[C:10]([N:35]1[CH2:36][CH2:37][C:33]([F:38])([F:32])[CH2:34]1)=[O:12])=[O:7])([CH3:2])([CH3:3])[CH3:4]. The catalyst class is: 4. (3) Reactant: N#N.[N+:3]([C:6]1[CH:10]=[N:9][N:8]([CH2:11][C:12]2[O:16][C:15]([C:17](=[O:19])[CH3:18])=[CH:14][CH:13]=2)[N:7]=1)([O-:5])=[O:4].[CH2:20](O)[CH2:21][OH:22].COC(OC)OC.F[B-](F)(F)F.[Li+].C([O-])(O)=O.[Na+]. Product: [CH3:18][C:17]1([C:15]2[O:16][C:12]([CH2:11][N:8]3[N:7]=[C:6]([N+:3]([O-:5])=[O:4])[CH:10]=[N:9]3)=[CH:13][CH:14]=2)[O:22][CH2:21][CH2:20][O:19]1. The catalyst class is: 425. (4) Reactant: [Cl:1][C:2]1[CH:15]=[C:14]([N+:16]([O-])=O)[CH:13]=[CH:12][C:3]=1[CH2:4][N:5]1[CH2:10][CH2:9][N:8]([CH3:11])[CH2:7][CH2:6]1.[NH4+].[Cl-].C(O)(=O)C. Product: [Cl:1][C:2]1[CH:15]=[C:14]([CH:13]=[CH:12][C:3]=1[CH2:4][N:5]1[CH2:10][CH2:9][N:8]([CH3:11])[CH2:7][CH2:6]1)[NH2:16]. The catalyst class is: 406. (5) Reactant: [F:1][C:2]1[CH:11]=[C:10]2[C:5]([CH:6]=[C:7]([CH2:22][CH2:23][CH3:24])[C:8]([C:16]3[CH:21]=[CH:20][CH:19]=[CH:18][CH:17]=3)=[C:9]2[O:12]COC)=[CH:4][C:3]=1[O:25][CH3:26].Cl. Product: [F:1][C:2]1[CH:11]=[C:10]2[C:5]([CH:6]=[C:7]([CH2:22][CH2:23][CH3:24])[C:8]([C:16]3[CH:21]=[CH:20][CH:19]=[CH:18][CH:17]=3)=[C:9]2[OH:12])=[CH:4][C:3]=1[O:25][CH3:26]. The catalyst class is: 12. (6) Reactant: [F:1][C:2]([F:39])([F:38])[C:3]1[CH:33]=[C:32]([C:34]([F:37])([F:36])[F:35])[CH:31]=[CH:30][C:4]=1[CH2:5][N:6]1[C:14]2[C:9](=[CH:10][C:11]([CH:15]=[C:16]3[S:20][C:19]([N:21]([CH3:28])[CH:22]4[CH2:27][CH2:26][NH:25][CH2:24][CH2:23]4)=[N:18][C:17]3=[O:29])=[CH:12][CH:13]=2)[CH:8]=[N:7]1.C(=O)([O-])[O-].[K+].[K+].Br[CH2:47][C:48]([NH2:50])=[O:49]. Product: [F:39][C:2]([F:38])([F:1])[C:3]1[CH:33]=[C:32]([C:34]([F:37])([F:35])[F:36])[CH:31]=[CH:30][C:4]=1[CH2:5][N:6]1[C:14]2[C:9](=[CH:10][C:11]([CH:15]=[C:16]3[S:20][C:19]([N:21]([CH3:28])[CH:22]4[CH2:23][CH2:24][N:25]([CH2:47][C:48]([NH2:50])=[O:49])[CH2:26][CH2:27]4)=[N:18][C:17]3=[O:29])=[CH:12][CH:13]=2)[CH:8]=[N:7]1. The catalyst class is: 3.